The task is: Predict which catalyst facilitates the given reaction.. This data is from Catalyst prediction with 721,799 reactions and 888 catalyst types from USPTO. (1) Reactant: C(NC(C)C)(C)C.[Br:8][C:9]1[CH:14]=[CH:13][C:12]([O:15][CH3:16])=[C:11]([F:17])[CH:10]=1.CN([CH:21]=[O:22])C. Product: [Br:8][C:9]1[C:10]([CH:21]=[O:22])=[C:11]([F:17])[C:12]([O:15][CH3:16])=[CH:13][CH:14]=1. The catalyst class is: 1. (2) Reactant: [OH:1][C:2]1[CH:11]=[CH:10][C:5]([C:6]([O:8]C)=[O:7])=[CH:4][C:3]=1[O:12][CH3:13].C(=O)([O-])[O-].[K+].[K+].Br[C:21]([CH3:30])([CH3:29])[C:22]([O:24][C:25]([CH3:28])([CH3:27])[CH3:26])=[O:23]. Product: [C:25]([O:24][C:22](=[O:23])[C:21]([CH3:30])([O:1][C:2]1[CH:11]=[CH:10][C:5]([C:6]([OH:8])=[O:7])=[CH:4][C:3]=1[O:12][CH3:13])[CH3:29])([CH3:28])([CH3:27])[CH3:26]. The catalyst class is: 3. (3) Reactant: [CH3:1][N:2]1[C:6]([CH2:7][CH2:8][OH:9])=[CH:5][CH:4]=[N:3]1.O[C:11]1[CH:16]=[CH:15][C:14]([C:17]([F:20])([F:19])[F:18])=[CH:13][CH:12]=1.N(C(OC(C)C)=O)=NC(OC(C)C)=O.C1(P(C2C=CC=CC=2)C2C=CC=CC=2)C=CC=CC=1. Product: [CH3:1][N:2]1[C:6]([CH2:7][CH2:8][O:9][C:11]2[CH:16]=[CH:15][C:14]([C:17]([F:20])([F:19])[F:18])=[CH:13][CH:12]=2)=[CH:5][CH:4]=[N:3]1. The catalyst class is: 132. (4) Reactant: [CH3:1][O:2][CH2:3][CH2:4][N:5]1[CH2:10][CH2:9][C:8]([CH2:12][O:13][C:14]2[C:22]3[C:21]4[CH:23]=[C:24]([C:27]#[N:28])[N:25]=[CH:26][C:20]=4[N:19](COCC[Si](C)(C)C)[C:18]=3[N:17]=[CH:16][CH:15]=2)([CH3:11])[CH2:7][CH2:6]1.Br.[OH-].[Na+].Cl. Product: [CH3:1][O:2][CH2:3][CH2:4][N:5]1[CH2:10][CH2:9][C:8]([CH2:12][O:13][C:14]2[C:22]3[C:21]4[CH:23]=[C:24]([C:27]#[N:28])[N:25]=[CH:26][C:20]=4[NH:19][C:18]=3[N:17]=[CH:16][CH:15]=2)([CH3:11])[CH2:7][CH2:6]1. The catalyst class is: 12. (5) Reactant: [CH2:1]([NH:3][C:4](=[O:42])[NH:5][C:6]1[N:11]=[CH:10][C:9]([C:12]2[CH:13]=[C:14]3[C:19](=[CH:20][CH:21]=2)[N:18]([C@@H:22]([C:25]([CH3:28])([CH3:27])[CH3:26])[CH2:23][OH:24])[CH:17]=[C:16]([C:29]([OH:31])=[O:30])[C:15]3=[O:32])=[C:8]([C:33]2[S:34][CH:35]=[C:36]([C:38]([F:41])([F:40])[F:39])[N:37]=2)[CH:7]=1)[CH3:2].C(N(CC)CC)C.FC(F)(F)S(O[Si:56]([C:59]([CH3:62])([CH3:61])[CH3:60])([CH3:58])[CH3:57])(=O)=O.N1C(C)=CC=CC=1C. The catalyst class is: 139. Product: [Si:56]([O:24][CH2:23][C@@H:22]([N:18]1[C:19]2[C:14](=[CH:13][C:12]([C:9]3[CH:10]=[N:11][C:6]([NH:5][C:4]([NH:3][CH2:1][CH3:2])=[O:42])=[CH:7][C:8]=3[C:33]3[S:34][CH:35]=[C:36]([C:38]([F:40])([F:39])[F:41])[N:37]=3)=[CH:21][CH:20]=2)[C:15](=[O:32])[C:16]([C:29]([OH:31])=[O:30])=[CH:17]1)[C:25]([CH3:28])([CH3:27])[CH3:26])([C:59]([CH3:62])([CH3:61])[CH3:60])([CH3:58])[CH3:57]. (6) Reactant: CN(C)C(C1C=CC(N[C:12]2[C:13]3[C:20]([F:21])=[CH:19][N:18]([CH:22]4[CH2:27][CH2:26][N:25]([C:28]([O:30][C:31]([CH3:34])([CH3:33])[CH3:32])=[O:29])[CH2:24][CH2:23]4)[C:14]=3[N:15]=[CH:16][N:17]=2)=C(F)C=1)=O.[Cl:37][C:38]1[CH:45]=[C:44]([S:46]([CH3:49])(=[O:48])=[O:47])[CH:43]=[CH:42][C:39]=1[CH:40]=[O:41].[I-].C[N+]1(C)CCN=C1.[H-].[Na+].[Cl-].[NH4+]. Product: [Cl:37][C:38]1[CH:45]=[C:44]([S:46]([CH3:49])(=[O:48])=[O:47])[CH:43]=[CH:42][C:39]=1[C:40]([C:12]1[C:13]2[C:20]([F:21])=[CH:19][N:18]([CH:22]3[CH2:23][CH2:24][N:25]([C:28]([O:30][C:31]([CH3:34])([CH3:33])[CH3:32])=[O:29])[CH2:26][CH2:27]3)[C:14]=2[N:15]=[CH:16][N:17]=1)=[O:41]. The catalyst class is: 12.